Dataset: Forward reaction prediction with 1.9M reactions from USPTO patents (1976-2016). Task: Predict the product of the given reaction. (1) Given the reactants [NH2:1][C:2]1[N:7]=[C:6]([C:8]2[NH:12][C:11]([CH3:13])=[N:10][C:9]=2[CH:14]([CH3:18])[CH2:15][O:16][CH3:17])[CH:5]=[CH:4][N:3]=1.[O:19]1[CH2:23][CH2:22][CH2:21][CH:20]1[CH2:24][NH:25][S:26]([C:29]1[CH:34]=[CH:33][C:32](I)=[CH:31][CH:30]=1)(=[O:28])=[O:27].C1(P(C2C=CC=CC=2)C2C=CC3C(=CC=CC=3)C=2C2C3C(=CC=CC=3)C=CC=2P(C2C=CC=CC=2)C2C=CC=CC=2)C=CC=CC=1.CC(C)([O-])C.[Na+].Cl.CCOCC, predict the reaction product. The product is: [CH3:17][O:16][CH2:15][CH:14]([C:9]1[N:10]=[C:11]([CH3:13])[NH:12][C:8]=1[C:6]1[CH:5]=[CH:4][N:3]=[C:2]([NH:1][C:32]2[CH:33]=[CH:34][C:29]([S:26](=[O:27])(=[O:28])[NH:25][CH2:24][CH:20]3[CH2:21][CH2:22][CH2:23][O:19]3)=[CH:30][CH:31]=2)[N:7]=1)[CH3:18]. (2) Given the reactants [F:1][C:2]([F:27])([F:26])[C:3]1[CH:4]=[C:5]([NH:9][C:10](=[O:25])[CH2:11][C:12]([NH:14][C:15]2[CH:20]=[CH:19][CH:18]=[C:17]([C:21]([F:24])([F:23])[F:22])[CH:16]=2)=[O:13])[CH:6]=[CH:7][CH:8]=1.[Cl:28][C:29]1[CH:30]=[C:31]([CH:34]=[CH:35][C:36]=1[Cl:37])[CH:32]=O, predict the reaction product. The product is: [F:1][C:2]([F:26])([F:27])[C:3]1[CH:4]=[C:5]([NH:9][C:10](=[O:25])[C:11](=[CH:32][C:31]2[CH:34]=[CH:35][C:36]([Cl:37])=[C:29]([Cl:28])[CH:30]=2)[C:12]([NH:14][C:15]2[CH:20]=[CH:19][CH:18]=[C:17]([C:21]([F:24])([F:23])[F:22])[CH:16]=2)=[O:13])[CH:6]=[CH:7][CH:8]=1. (3) Given the reactants [Br:1][C:2]1[CH:10]=[CH:9][CH:8]=[CH:7][C:3]=1[C:4]([OH:6])=O.[NH2:11][C:12]1[CH:17]=[CH:16][CH:15]=[CH:14][C:13]=1/[CH:18]=[CH:19]/[C:20]([O:22][CH3:23])=[O:21].CCN(CC)CC.C(Cl)Cl, predict the reaction product. The product is: [Br:1][C:2]1[CH:10]=[CH:9][CH:8]=[CH:7][C:3]=1[C:4]([NH:11][C:12]1[CH:17]=[CH:16][CH:15]=[CH:14][C:13]=1/[CH:18]=[CH:19]/[C:20]([O:22][CH3:23])=[O:21])=[O:6]. (4) Given the reactants [CH2:1]([N:8]1[CH2:13][CH2:12][NH:11][C@@H:10]([CH2:14][CH2:15][OH:16])[CH2:9]1)[C:2]1[CH:7]=[CH:6][CH:5]=[CH:4][CH:3]=1.C(N(CC)CC)C.[C:24](O[C:24]([O:26][C:27]([CH3:30])([CH3:29])[CH3:28])=[O:25])([O:26][C:27]([CH3:30])([CH3:29])[CH3:28])=[O:25].C(OCC)(=O)C, predict the reaction product. The product is: [CH2:1]([N:8]1[CH2:13][CH2:12][N:11]([C:24]([O:26][C:27]([CH3:30])([CH3:29])[CH3:28])=[O:25])[C@@H:10]([CH2:14][CH2:15][OH:16])[CH2:9]1)[C:2]1[CH:3]=[CH:4][CH:5]=[CH:6][CH:7]=1. (5) Given the reactants [CH2:1]([O:3][C:4](=[O:13])[CH2:5][C:6]1[CH:11]=[CH:10][CH:9]=[C:8]([NH2:12])[CH:7]=1)[CH3:2].[N:14]([O-])=O.[Na+].[ClH:18], predict the reaction product. The product is: [ClH:18].[CH2:1]([O:3][C:4](=[O:13])[CH2:5][C:6]1[CH:11]=[CH:10][CH:9]=[C:8]([NH:12][NH2:14])[CH:7]=1)[CH3:2]. (6) Given the reactants [Cl:1][C:2]1[CH:10]=[C:9]2[C:5]([C:6]([C:12]([N:14]3[CH2:19][CH2:18][C:17]4([C:23]5[CH:24]=[CH:25][CH:26]=[CH:27][C:22]=5[CH2:21][O:20]4)[CH2:16][CH2:15]3)=[O:13])=[C:7]([CH3:11])[NH:8]2)=[CH:4][CH:3]=1.[H-].[Na+].[F:30][C:31]([F:45])([F:44])[C:32]1[CH:33]=[C:34]([CH:37]=[C:38]([C:40]([F:43])([F:42])[F:41])[CH:39]=1)[CH2:35]Br, predict the reaction product. The product is: [F:30][C:31]([F:44])([F:45])[C:32]1[CH:33]=[C:34]([CH:37]=[C:38]([C:40]([F:43])([F:41])[F:42])[CH:39]=1)[CH2:35][N:8]1[C:9]2[C:5](=[CH:4][CH:3]=[C:2]([Cl:1])[CH:10]=2)[C:6]([C:12]([N:14]2[CH2:15][CH2:16][C:17]3([C:23]4[CH:24]=[CH:25][CH:26]=[CH:27][C:22]=4[CH2:21][O:20]3)[CH2:18][CH2:19]2)=[O:13])=[C:7]1[CH3:11]. (7) Given the reactants [CH2:1](I)[CH3:2].[CH2:4]([S:6][C:7]1[C:8]([C:13]([NH:15][C:16]2[CH:21]=[CH:20][C:19]([C:22]([F:25])([F:24])[F:23])=[CH:18][N:17]=2)=[O:14])=[N:9][CH:10]=[CH:11][CH:12]=1)[CH3:5].C(=O)([O-])[O-].[K+].[K+].C(=O)(O)[O-].[Na+], predict the reaction product. The product is: [CH2:1]([N:15]([C:16]1[CH:21]=[CH:20][C:19]([C:22]([F:24])([F:25])[F:23])=[CH:18][N:17]=1)[C:13](=[O:14])[C:8]1[C:7]([S:6][CH2:4][CH3:5])=[CH:12][CH:11]=[CH:10][N:9]=1)[CH3:2].